This data is from Full USPTO retrosynthesis dataset with 1.9M reactions from patents (1976-2016). The task is: Predict the reactants needed to synthesize the given product. (1) Given the product [CH3:27][N:13]1[C:14]([C:17]2[CH:18]=[C:19]3[C:24](=[CH:25][CH:26]=2)[N:23]=[CH:22][CH:21]=[CH:20]3)=[N:15][N:16]=[C:12]1[S:11][CH2:10][CH2:9][CH2:8][CH:5]=[O:4], predict the reactants needed to synthesize it. The reactants are: CC1(C)CO[CH:5]([CH2:8][CH2:9][CH2:10][S:11][C:12]2[N:13]([CH3:27])[C:14]([C:17]3[CH:18]=[C:19]4[C:24](=[CH:25][CH:26]=3)[N:23]=[CH:22][CH:21]=[CH:20]4)=[N:15][N:16]=2)[O:4]C1.S(=O)(=O)(O)O.C(=O)([O-])[O-].[Na+].[Na+]. (2) Given the product [Cl:13][CH:14]([Cl:26])[C:15]([NH:17][C:18]1[CH:23]=[CH:22][CH:21]=[C:20]([C:24]2[O:11][N:10]=[C:9]([C:3]3[C:2]([Cl:1])=[CH:7][CH:6]=[CH:5][C:4]=3[Cl:8])[CH:25]=2)[CH:19]=1)=[O:16], predict the reactants needed to synthesize it. The reactants are: [Cl:1][C:2]1[CH:7]=[CH:6][CH:5]=[C:4]([Cl:8])[C:3]=1[C:9](Cl)=[N:10][OH:11].[Cl:13][CH:14]([Cl:26])[C:15]([NH:17][C:18]1[CH:23]=[CH:22][CH:21]=[C:20]([C:24]#[CH:25])[CH:19]=1)=[O:16]. (3) The reactants are: [N-:1]=[N+:2]=[N-:3].[Na+].[NH2:5][C:6]1[C:7]2[C:14]([I:15])=[CH:13][N:12]([CH:16]3[CH2:19][C:18]([CH2:21]OS(C4C=CC(C)=CC=4)(=O)=O)([OH:20])[CH2:17]3)[C:8]=2[N:9]=[CH:10][N:11]=1.O. Given the product [NH2:5][C:6]1[C:7]2[C:14]([I:15])=[CH:13][N:12]([CH:16]3[CH2:17][C:18]([CH2:21][N:1]=[N+:2]=[N-:3])([OH:20])[CH2:19]3)[C:8]=2[N:9]=[CH:10][N:11]=1, predict the reactants needed to synthesize it. (4) Given the product [C:34]([O:10][C:6]1[CH:5]=[CH:4][C:3]([CH2:1][CH3:2])=[CH:21][C:7]=1[C:8]1([O:20][C:22](=[O:25])[CH3:23])[C:9](=[O:19])[C:11]2[C:16](=[CH:15][CH:14]=[CH:13][CH:12]=2)[C:17]1=[O:18])(=[O:35])[CH3:33], predict the reactants needed to synthesize it. The reactants are: [CH2:1]([C:3]1[CH:4]=[CH:5][C:6]2[O:10][C:9]3([OH:19])[C:11]4[C:16]([C:17](=[O:18])[C:8]3([OH:20])[C:7]=2[CH:21]=1)=[CH:15][CH:14]=[CH:13][CH:12]=4)[CH3:2].[C:22]([OH:25])(=O)[CH3:23].N1C=CC=CC=1.C1C[O:35][CH2:34][CH2:33]1. (5) Given the product [F:18][C:13]([F:19])([F:20])[C:2]1[C:3]([C:8]([O:10][CH3:11])=[O:9])=[N:4][CH:5]=[CH:6][N:7]=1, predict the reactants needed to synthesize it. The reactants are: I[C:2]1[C:3]([C:8]([O:10][CH3:11])=[O:9])=[N:4][CH:5]=[CH:6][N:7]=1.Cl[C:13]([F:19])([F:18])C(OC)=O.[F-:20].[K+].C(OCC)C. (6) Given the product [OH:7][CH2:6][CH:5]([N:8]1[CH2:14][CH2:13][C:12]2[CH:15]=[CH:16][C:17]([C:19]3[N:23]=[C:22]([C:24]4[CH:25]=[C:26]([C:34]#[N:35])[C:27]([O:30][CH:31]([CH3:32])[CH3:33])=[N:28][CH:29]=4)[O:21][N:20]=3)=[CH:18][C:11]=2[CH2:10][CH2:9]1)[CH2:4][OH:3], predict the reactants needed to synthesize it. The reactants are: CC1(C)[O:7][CH2:6][CH:5]([N:8]2[CH2:14][CH2:13][C:12]3[CH:15]=[CH:16][C:17]([C:19]4[N:23]=[C:22]([C:24]5[CH:25]=[C:26]([C:34]#[N:35])[C:27]([O:30][CH:31]([CH3:33])[CH3:32])=[N:28][CH:29]=5)[O:21][N:20]=4)=[CH:18][C:11]=3[CH2:10][CH2:9]2)[CH2:4][O:3]1.Cl. (7) Given the product [NH:12]1[C:9]2=[CH:10][N:11]=[C:6]([CH:2]=[O:1])[CH:7]=[C:8]2[CH:14]=[CH:13]1, predict the reactants needed to synthesize it. The reactants are: [O:1]1CCO[CH:2]1[C:6]1[CH:7]=[C:8]2[CH:14]=[CH:13][NH:12][C:9]2=[CH:10][N:11]=1.C1(C)C=CC(S(O)(=O)=O)=CC=1. (8) Given the product [C:1]([O:5][C:6](=[O:31])[CH2:7][O:8][C:9]1[C:17]([CH2:18][Cl:34])=[C:16]2[C:12]([CH:13]=[N:14][N:15]2[CH2:20][C@H:21]([O:23][Si:24]([C:27]([CH3:30])([CH3:29])[CH3:28])([CH3:26])[CH3:25])[CH3:22])=[CH:11][CH:10]=1)([CH3:4])([CH3:3])[CH3:2], predict the reactants needed to synthesize it. The reactants are: [C:1]([O:5][C:6](=[O:31])[CH2:7][O:8][C:9]1[C:17]([CH2:18]O)=[C:16]2[C:12]([CH:13]=[N:14][N:15]2[CH2:20][C@H:21]([O:23][Si:24]([C:27]([CH3:30])([CH3:29])[CH3:28])([CH3:26])[CH3:25])[CH3:22])=[CH:11][CH:10]=1)([CH3:4])([CH3:3])[CH3:2].S(Cl)([Cl:34])=O. (9) Given the product [C:7]([O:11][C:12]([N:14]1[CH2:18][CH:17]([F:19])[CH2:16][CH:15]1[CH2:20][NH:22][C:23]1[CH:24]=[CH:25][C:26]([C:27]([O:29][CH3:30])=[O:28])=[CH:31][CH:32]=1)=[O:13])([CH3:8])([CH3:9])[CH3:10], predict the reactants needed to synthesize it. The reactants are: C(Cl)(=O)C(Cl)=O.[C:7]([O:11][C:12]([N:14]1[CH2:18][CH:17]([F:19])[CH2:16][CH:15]1[CH2:20]O)=[O:13])([CH3:10])([CH3:9])[CH3:8].[NH2:22][C:23]1[CH:32]=[CH:31][C:26]([C:27]([O:29][CH3:30])=[O:28])=[CH:25][CH:24]=1.[BH-](OC(C)=O)(OC(C)=O)OC(C)=O.[Na+].